From a dataset of Catalyst prediction with 721,799 reactions and 888 catalyst types from USPTO. Predict which catalyst facilitates the given reaction. (1) Reactant: [Cl:1][C:2]1[CH:7]=[CH:6][CH:5]=[C:4]([Cl:8])[C:3]=1[CH2:9][S:10]([C:13]1[CH:14]=[C:15]2[C:19](=[CH:20][CH:21]=1)[NH:18][C:17](=[O:22])/[C:16]/2=[CH:23]\[C:24]1[NH:28][C:27]([CH3:29])=[C:26]([CH2:30][C:31](O)=[O:32])[C:25]=1[CH3:34])(=[O:12])=[O:11].C1C=CC2N(O)N=NC=2C=1.C(Cl)CCl.[CH:49]1([NH:52][CH2:53][C@@H:54]2[C@@H:58]([OH:59])[CH2:57][CH2:56][NH:55]2)[CH2:51][CH2:50]1. Product: [CH:49]1([NH:52][CH2:53][C@@H:54]2[C@@H:58]([OH:59])[CH2:57][CH2:56][N:55]2[C:31](=[O:32])[CH2:30][C:26]2[C:25]([CH3:34])=[C:24](/[CH:23]=[C:16]3\[C:17](=[O:22])[NH:18][C:19]4[C:15]\3=[CH:14][C:13]([S:10]([CH2:9][C:3]3[C:4]([Cl:8])=[CH:5][CH:6]=[CH:7][C:2]=3[Cl:1])(=[O:11])=[O:12])=[CH:21][CH:20]=4)[NH:28][C:27]=2[CH3:29])[CH2:51][CH2:50]1. The catalyst class is: 3. (2) Reactant: C([C@@:8]([NH2:34])([CH2:26][C:27]1[CH:32]=[CH:31][C:30]([Cl:33])=[CH:29][CH:28]=1)[C:9]([N:11]1[CH2:16][CH2:15][N:14]([C:17]2[C:18]3[CH:25]=[CH:24][NH:23][C:19]=3[N:20]=[CH:21][N:22]=2)[CH2:13][CH2:12]1)=[O:10])(OC(C)(C)C)=O.[ClH:35].O1CCOCC1. Product: [ClH:33].[ClH:35].[NH2:34][C@H:8]([CH2:26][C:27]1[CH:32]=[CH:31][C:30]([Cl:33])=[CH:29][CH:28]=1)[C:9]([N:11]1[CH2:16][CH2:15][N:14]([C:17]2[C:18]3[CH:25]=[CH:24][NH:23][C:19]=3[N:20]=[CH:21][N:22]=2)[CH2:13][CH2:12]1)=[O:10]. The catalyst class is: 12. (3) Reactant: [Cl:1][C:2]1[CH:7]=[C:6]([Cl:8])[CH:5]=[CH:4][C:3]=1[C:9](=[O:11])[CH3:10].B(Cl)([C@@H]1[C@@H](C)[C@H]2C(C)(C)[C@H](C2)C1)[C@@H]1[C@@H](C)[C@H]2C(C)(C)[C@H](C2)C1.N(CCO)CCO. Product: [Cl:1][C:2]1[CH:7]=[C:6]([Cl:8])[CH:5]=[CH:4][C:3]=1[C@H:9]([OH:11])[CH3:10]. The catalyst class is: 1. (4) Reactant: [C:1]([C:4]1[CH:9]=[CH:8][C:7]([N:10]2[CH2:14][C@H:13]([CH2:15][NH:16][C:17](=[O:23])[O:18][C:19]([CH3:22])([CH3:21])[CH3:20])[O:12][C:11]2=[O:24])=[CH:6][C:5]=1[F:25])(=O)[NH2:2].COC1C=CC(P2(SP(C3C=CC(OC)=CC=3)(=S)S2)=[S:35])=CC=1. Product: [F:25][C:5]1[CH:6]=[C:7]([N:10]2[CH2:14][C@H:13]([CH2:15][NH:16][C:17](=[O:23])[O:18][C:19]([CH3:22])([CH3:21])[CH3:20])[O:12][C:11]2=[O:24])[CH:8]=[CH:9][C:4]=1[C:1](=[S:35])[NH2:2]. The catalyst class is: 12. (5) Reactant: [N+:1]([O-:4])(O)=[O:2].[F:5][C:6]1[CH:11]=[CH:10][CH:9]=[C:8]([O:12][C:13]([F:16])([F:15])[F:14])[CH:7]=1. Product: [F:5][C:6]1[CH:11]=[CH:10][C:9]([N+:1]([O-:4])=[O:2])=[C:8]([O:12][C:13]([F:14])([F:15])[F:16])[CH:7]=1. The catalyst class is: 65. (6) Reactant: C[O:2][C:3]1[CH:4]=[C:5]([CH2:9][CH2:10][C:11]2[CH:12]=[C:13]([NH:16][C:17]3[CH:22]=[CH:21][N:20]=[C:19]([NH:23][CH2:24][C:25]4[O:29][N:28]=[C:27]([CH3:30])[CH:26]=4)[N:18]=3)[NH:14][N:15]=2)[CH:6]=[CH:7][CH:8]=1.B(Br)(Br)Br.CO. Product: [CH3:30][C:27]1[CH:26]=[C:25]([CH2:24][NH:23][C:19]2[N:18]=[C:17]([NH:16][C:13]3[NH:14][N:15]=[C:11]([CH2:10][CH2:9][C:5]4[CH:4]=[C:3]([OH:2])[CH:8]=[CH:7][CH:6]=4)[CH:12]=3)[CH:22]=[CH:21][N:20]=2)[O:29][N:28]=1. The catalyst class is: 2. (7) Reactant: [CH3:1][N:2]1[CH2:11][CH2:10][C:9]2[C:4](=[C:5]([N+:13]([O-])=O)[CH:6]=[CH:7][C:8]=2[Br:12])[CH2:3]1. Product: [Br:12][C:8]1[CH:7]=[CH:6][C:5]([NH2:13])=[C:4]2[C:9]=1[CH2:10][CH2:11][N:2]([CH3:1])[CH2:3]2. The catalyst class is: 171.